Dataset: NCI-60 drug combinations with 297,098 pairs across 59 cell lines. Task: Regression. Given two drug SMILES strings and cell line genomic features, predict the synergy score measuring deviation from expected non-interaction effect. Drug 1: C1=CC(=CC=C1CCCC(=O)O)N(CCCl)CCCl. Drug 2: C1=CN(C(=O)N=C1N)C2C(C(C(O2)CO)O)O.Cl. Cell line: UO-31. Synergy scores: CSS=20.5, Synergy_ZIP=-10.1, Synergy_Bliss=-6.05, Synergy_Loewe=-5.16, Synergy_HSA=-1.27.